This data is from Reaction yield outcomes from USPTO patents with 853,638 reactions. The task is: Predict the reaction yield, written as a fraction of the theoretical maximum amount of product (1.0 means a 100% yield; for example, 0.34 means a 34% yield). The reactants are [CH3:1][C:2]1[CH:7]=[CH:6][C:5]([CH:8]([C:10]2[NH:18][C:13]3=[CH:14][N:15]=[CH:16][CH:17]=[C:12]3[CH:11]=2)[OH:9])=[CH:4][CH:3]=1. The catalyst is C(Cl)Cl.[O-2].[O-2].[Mn+4]. The product is [CH3:1][C:2]1[CH:3]=[CH:4][C:5]([C:8]([C:10]2[NH:18][C:13]3=[CH:14][N:15]=[CH:16][CH:17]=[C:12]3[CH:11]=2)=[O:9])=[CH:6][CH:7]=1. The yield is 0.670.